This data is from Full USPTO retrosynthesis dataset with 1.9M reactions from patents (1976-2016). The task is: Predict the reactants needed to synthesize the given product. (1) Given the product [Cl:16][C:17]1[S:21][C:20]([C:22]2([OH:28])[CH2:23][CH2:24][N:25]([CH2:2][C:3]([C:5]3[CH:6]=[C:7]4[C:12](=[CH:13][CH:14]=3)[NH:11][C:10](=[O:15])[CH2:9][CH2:8]4)=[O:4])[CH2:26][CH2:27]2)=[CH:19][CH:18]=1, predict the reactants needed to synthesize it. The reactants are: Cl[CH2:2][C:3]([C:5]1[CH:6]=[C:7]2[C:12](=[CH:13][CH:14]=1)[NH:11][C:10](=[O:15])[CH2:9][CH2:8]2)=[O:4].[Cl:16][C:17]1[S:21][C:20]([C:22]2([OH:28])[CH2:27][CH2:26][NH:25][CH2:24][CH2:23]2)=[CH:19][CH:18]=1.C(N(CC)CC)C. (2) Given the product [C:1]([O:5][C:6]([N:8]1[CH2:12][CH2:11][CH2:10][C@H:9]1[C:13]([OH:15])=[O:14])=[O:7])([CH3:4])([CH3:2])[CH3:3].[OH:16][CH2:17][CH2:18][N:19]1[C:24](=[O:25])[CH2:23][CH2:22][CH:21]([N:26]2[C:27](=[O:36])[C:28]3[C:33](=[CH:32][CH:31]=[CH:30][CH:29]=3)[C:34]2=[O:35])[C:20]1=[O:37], predict the reactants needed to synthesize it. The reactants are: [C:1]([O:5][C:6]([N:8]1[CH2:12][CH2:11][CH2:10][C@H:9]1[C:13]([OH:15])=[O:14])=[O:7])([CH3:4])([CH3:3])[CH3:2].[OH:16][CH2:17][CH2:18][N:19]1[C:24](=[O:25])[CH2:23][CH2:22][CH:21]([N:26]2[C:34](=[O:35])[C:33]3[C:28](=[CH:29][CH:30]=[CH:31][CH:32]=3)[C:27]2=[O:36])[C:20]1=[O:37].C1CCC(N=C=NC2CCCCC2)CC1. (3) Given the product [C:17]([O:22][CH2:23][CH2:24][NH:25][C:26]([CH:2]([C:1]([O:8][CH3:9])=[O:7])[C:3]([O:5][CH3:6])=[O:4])=[O:27])(=[O:21])[C:18]([CH3:20])=[CH2:19], predict the reactants needed to synthesize it. The reactants are: [C:1]([O:8][CH3:9])(=[O:7])[CH2:2][C:3]([O:5][CH3:6])=[O:4].C(N(CC)CC)C.[C:17]([O:22][CH2:23][CH2:24][N:25]=[C:26]=[O:27])(=[O:21])[C:18]([CH3:20])=[CH2:19]. (4) Given the product [CH2:1]([O:8][C:9](=[O:32])[NH:10][CH2:11][CH2:12][CH2:13][CH2:14][C:15]1[CH:16]=[CH:17][C:18]([O:21][CH2:22][CH2:23][N:24]([CH2:25][C:26]2[CH:31]=[CH:30][CH:29]=[CH:28][CH:27]=2)[CH2:48][C@@H:47]([C:44]2[CH:45]=[CH:46][C:41]([O:40][CH2:33][C:34]3[CH:35]=[CH:36][CH:37]=[CH:38][CH:39]=3)=[C:42]([NH:51][CH:52]=[O:53])[CH:43]=2)[OH:50])=[CH:19][CH:20]=1)[C:2]1[CH:7]=[CH:6][CH:5]=[CH:4][CH:3]=1, predict the reactants needed to synthesize it. The reactants are: [CH2:1]([O:8][C:9](=[O:32])[NH:10][CH2:11][CH2:12][CH2:13][CH2:14][C:15]1[CH:20]=[CH:19][C:18]([O:21][CH2:22][CH2:23][NH:24][CH2:25][C:26]2[CH:31]=[CH:30][CH:29]=[CH:28][CH:27]=2)=[CH:17][CH:16]=1)[C:2]1[CH:7]=[CH:6][CH:5]=[CH:4][CH:3]=1.[CH2:33]([O:40][C:41]1[CH:46]=[CH:45][C:44]([C@@H:47]([OH:50])[CH2:48]Br)=[CH:43][C:42]=1[NH:51][CH:52]=[O:53])[C:34]1[CH:39]=[CH:38][CH:37]=[CH:36][CH:35]=1.C([O-])([O-])=O.[K+].[K+]. (5) Given the product [CH3:27][N:28]([CH:30]=[N:24][C:22]([C:16]1([C:13]2[CH:14]=[CH:15][C:10]([O:9][CH2:8][CH2:7][CH2:6][N:1]3[CH2:5][CH2:4][CH2:3][CH2:2]3)=[CH:11][CH:12]=2)[CH2:21][CH2:20][O:19][CH2:18][CH2:17]1)=[O:23])[CH3:29], predict the reactants needed to synthesize it. The reactants are: [N:1]1([CH2:6][CH2:7][CH2:8][O:9][C:10]2[CH:15]=[CH:14][C:13]([C:16]3([C:22]([NH2:24])=[O:23])[CH2:21][CH2:20][O:19][CH2:18][CH2:17]3)=[CH:12][CH:11]=2)[CH2:5][CH2:4][CH2:3][CH2:2]1.CO[CH:27](OC)[N:28]([CH3:30])[CH3:29]. (6) Given the product [Br:1][C:2]1[N:7]=[CH:6][C:5]2[N:8]=[CH:13][N:9]([CH:10]([CH3:12])[CH3:11])[C:4]=2[CH:3]=1, predict the reactants needed to synthesize it. The reactants are: [Br:1][C:2]1[N:7]=[CH:6][C:5]([NH2:8])=[C:4]([NH:9][CH:10]([CH3:12])[CH3:11])[CH:3]=1.[CH2:13](OC(OCC)OCC)C.C(O)(C(F)(F)F)=O. (7) Given the product [CH2:1]([C@H:5]1[CH2:13][CH2:12][C@H:8]([C:9]([OH:11])=[O:10])[CH2:7][CH2:6]1)[CH:2]([CH3:4])[CH3:3], predict the reactants needed to synthesize it. The reactants are: [CH2:1]([C:5]1[CH:13]=[CH:12][C:8]([C:9]([OH:11])=[O:10])=[CH:7][CH:6]=1)[CH:2]([CH3:4])[CH3:3].[H][H].